This data is from Peptide-MHC class II binding affinity with 134,281 pairs from IEDB. The task is: Regression. Given a peptide amino acid sequence and an MHC pseudo amino acid sequence, predict their binding affinity value. This is MHC class II binding data. The peptide sequence is STTVSTEQNVPDPQV. The MHC is HLA-DPA10201-DPB10101 with pseudo-sequence HLA-DPA10201-DPB10101. The binding affinity (normalized) is 0.